From a dataset of Peptide-MHC class I binding affinity with 185,985 pairs from IEDB/IMGT. Regression. Given a peptide amino acid sequence and an MHC pseudo amino acid sequence, predict their binding affinity value. This is MHC class I binding data. (1) The peptide sequence is IPKIYGGPI. The MHC is HLA-B07:02 with pseudo-sequence HLA-B07:02. The binding affinity (normalized) is 0.862. (2) The peptide sequence is ILFLTLIVFT. The MHC is HLA-A68:02 with pseudo-sequence HLA-A68:02. The binding affinity (normalized) is 0.180. (3) The MHC is HLA-B53:01 with pseudo-sequence HLA-B53:01. The binding affinity (normalized) is 0.354. The peptide sequence is LPHLCLDYKV.